This data is from Reaction yield outcomes from USPTO patents with 853,638 reactions. The task is: Predict the reaction yield, written as a fraction of the theoretical maximum amount of product (1.0 means a 100% yield; for example, 0.34 means a 34% yield). (1) The reactants are [OH:1][B:2]1[C:6]2[CH:7]=[C:8]([OH:12])[CH:9]=[C:10]([CH3:11])[C:5]=2[CH:4]([CH2:13][C:14]([O:16][CH2:17][CH3:18])=[O:15])[O:3]1.Cl[C:20]1[C:21]([C:26]#[N:27])=[N:22][CH:23]=[CH:24][N:25]=1.C(=O)([O-])[O-].[Cs+].[Cs+].Cl. The catalyst is CN(C=O)C.O. The product is [CH2:17]([O:16][C:14](=[O:15])[CH2:13][CH:4]1[O:3][B:2]([OH:1])[C:6]2[CH:7]=[C:8]([O:12][C:20]3[C:21]([C:26]#[N:27])=[N:22][CH:23]=[CH:24][N:25]=3)[CH:9]=[C:10]([CH3:11])[C:5]1=2)[CH3:18]. The yield is 0.920. (2) The reactants are [CH3:1][O:2][C:3]1[CH:12]=[CH:11][CH:10]=[C:9]2[C:4]=1[CH2:5][CH2:6][CH2:7][C@H:8]2[NH:13][C@@H](C1C=CC=CC=1)CO.CN.I(O)(=O)(=O)=O. The catalyst is CO. The product is [CH3:1][O:2][C:3]1[CH:12]=[CH:11][CH:10]=[C:9]2[C:4]=1[CH2:5][CH2:6][CH2:7][C@H:8]2[NH2:13]. The yield is 0.900. (3) The reactants are [CH3:1][C:2]1[S:6][C:5]([C:7]([OH:9])=O)=[CH:4][C:3]=1[C:10]1[N:14]([CH3:15])[N:13]=[CH:12][CH:11]=1.[NH2:16][C@@H:17]([CH2:30][C:31]1[CH:36]=[CH:35][CH:34]=[CH:33][C:32]=1[C:37]([F:40])([F:39])[F:38])[CH2:18][N:19]1[C:27](=[O:28])[C:26]2[C:21](=[CH:22][CH:23]=[CH:24][CH:25]=2)[C:20]1=[O:29].C1CN([P+](Br)(N2CCCC2)N2CCCC2)CC1.F[P-](F)(F)(F)(F)F.CCN(C(C)C)C(C)C. The catalyst is C(Cl)(Cl)Cl. The product is [O:28]=[C:27]1[C:26]2[C:21](=[CH:22][CH:23]=[CH:24][CH:25]=2)[C:20](=[O:29])[N:19]1[CH2:18][C@@H:17]([NH:16][C:7]([C:5]1[S:6][C:2]([CH3:1])=[C:3]([C:10]2[N:14]([CH3:15])[N:13]=[CH:12][CH:11]=2)[CH:4]=1)=[O:9])[CH2:30][C:31]1[CH:36]=[CH:35][CH:34]=[CH:33][C:32]=1[C:37]([F:39])([F:38])[F:40]. The yield is 0.220. (4) The reactants are C[N:2]([CH3:20])/[CH:3]=[C:4](/[C:10](=[O:19])[C:11]1[CH:16]=[C:15]([I:17])[CH:14]=[CH:13][C:12]=1F)\[C:5]([O:7][CH2:8][CH3:9])=[O:6].[CH3:21][O:22][CH2:23]CN.C(=O)([O-])[O-].[K+].[K+].CN(C=O)C. The catalyst is C(O)C.O. The product is [I:17][C:15]1[CH:16]=[C:11]2[C:12](=[CH:13][CH:14]=1)[N:2]([CH2:20][CH2:21][O:22][CH3:23])[CH:3]=[C:4]([C:5]([O:7][CH2:8][CH3:9])=[O:6])[C:10]2=[O:19]. The yield is 0.800. (5) The reactants are [CH3:1][NH:2][C:3]1[CH:20]=[CH:19][C:6]2[N:7]([CH2:11][CH2:12][C:13]3[CH:14]=[N:15][CH:16]=[CH:17][CH:18]=3)[C:8]([NH2:10])=[N:9][C:5]=2[CH:4]=1.[C:21]([C:23]1[CH:24]=[C:25]([CH:29]=[CH:30][CH:31]=1)[C:26]([OH:28])=O)#[N:22].C1C=CC2N(O)N=NC=2C=1.C(Cl)CCl.C(N(CC)C(C)C)(C)C. The catalyst is CN(C=O)C.CCOC(C)=O. The product is [NH2:10][C:8]1[N:7]([CH2:11][CH2:12][C:13]2[CH:14]=[N:15][CH:16]=[CH:17][CH:18]=2)[C:6]2[CH:19]=[CH:20][C:3]([N:2]([CH3:1])[C:26](=[O:28])[C:25]3[CH:29]=[CH:30][CH:31]=[C:23]([C:21]#[N:22])[CH:24]=3)=[CH:4][C:5]=2[N:9]=1. The yield is 0.720. (6) The reactants are [Cl:1][C:2]1[N:7]=[CH:6][C:5]([NH:8][C:9](=[O:19])[C:10]2[CH:15]=[CH:14][CH:13]=[CH:12][C:11]=2[N+:16]([O-])=O)=[CH:4][CH:3]=1.[BH4-].[Na+]. The catalyst is CO.O1CCCC1.O.O.O.O.C([O-])(=O)C.[Ni+2].C([O-])(=O)C. The product is [Cl:1][C:2]1[N:7]=[CH:6][C:5]([NH:8][C:9](=[O:19])[C:10]2[CH:15]=[CH:14][CH:13]=[CH:12][C:11]=2[NH2:16])=[CH:4][CH:3]=1. The yield is 0.460.